Dataset: Full USPTO retrosynthesis dataset with 1.9M reactions from patents (1976-2016). Task: Predict the reactants needed to synthesize the given product. (1) Given the product [CH3:31][O:30][C:28]1[CH:27]=[CH:26][C:22]2[NH:23][C:24](=[O:25])[C@@H:18]([NH:17][C:16](=[O:38])[C@H:5]([CH2:4][CH2:3][C:2]([F:39])([F:1])[F:40])[C@H:6]([CH2:10][CH2:11][C:12]([F:15])([F:14])[F:13])[C:7]([NH2:45])=[O:9])[N:19]=[C:20]([C:32]3[CH:37]=[CH:36][CH:35]=[CH:34][CH:33]=3)[C:21]=2[CH:29]=1, predict the reactants needed to synthesize it. The reactants are: [F:1][C:2]([F:40])([F:39])[CH2:3][CH2:4][C@@H:5]([C:16](=[O:38])[NH:17][CH:18]1[C:24](=[O:25])[NH:23][C:22]2[CH:26]=[CH:27][C:28]([O:30][CH3:31])=[CH:29][C:21]=2[C:20]([C:32]2[CH:37]=[CH:36][CH:35]=[CH:34][CH:33]=2)=[N:19]1)[C@H:6]([CH2:10][CH2:11][C:12]([F:15])([F:14])[F:13])[C:7]([OH:9])=O.[Cl-].[NH4+].CC[N:45](C(C)C)C(C)C. (2) Given the product [O:14]=[C:12]1[NH:11][C:10](=[O:15])/[C:9](=[CH:8]/[C:6]2[CH:5]=[CH:4][N:3]=[C:2]([NH:1][C:24](=[O:25])[C:21]3[CH:20]=[CH:19][C:18]([C:17]([F:27])([F:16])[F:28])=[CH:23][N:22]=3)[N:7]=2)/[S:13]1, predict the reactants needed to synthesize it. The reactants are: [NH2:1][C:2]1[N:7]=[C:6](/[CH:8]=[C:9]2/[C:10](=[O:15])[NH:11][C:12](=[O:14])[S:13]/2)[CH:5]=[CH:4][N:3]=1.[F:16][C:17]([F:28])([F:27])[C:18]1[CH:19]=[CH:20][C:21]([C:24](Cl)=[O:25])=[N:22][CH:23]=1.C(N(CC)CC)C.C(=O)(O)[O-].[Na+]. (3) The reactants are: Br[C:2]1[C:10]2[N:9]3[CH2:11][CH2:12][NH:13][C:14](=[O:15])[C:8]3=[CH:7][C:6]=2[CH:5]=[C:4]([C:16]#[N:17])[CH:3]=1.[CH3:18][S:19]([C:22]1[CH:27]=[CH:26][C:25](B(O)O)=[CH:24][CH:23]=1)(=[O:21])=[O:20]. Given the product [CH3:18][S:19]([C:22]1[CH:27]=[CH:26][C:25]([C:2]2[C:10]3[N:9]4[CH2:11][CH2:12][NH:13][C:14](=[O:15])[C:8]4=[CH:7][C:6]=3[CH:5]=[C:4]([C:16]#[N:17])[CH:3]=2)=[CH:24][CH:23]=1)(=[O:21])=[O:20], predict the reactants needed to synthesize it. (4) Given the product [N:9]1[C:8]2[NH:18][CH2:17][CH2:16][CH2:15][O:14][C:13]=2[CH:12]=[CH:11][CH:10]=1, predict the reactants needed to synthesize it. The reactants are: CC(C)([O-])C.[K+].Br[C:8]1[C:13]([O:14][CH2:15][CH2:16][CH2:17][NH2:18])=[CH:12][CH:11]=[CH:10][N:9]=1.C(P(C(C)(C)C)C(C)(C)C)(C)(C)C. (5) The reactants are: [F:1][C:2]1[CH:7]=[CH:6][C:5]([CH:8]([C:21]2[N:25]([CH3:26])[CH:24]=[N:23][CH:22]=2)[O:9][N:10]2C(=O)C3C(=CC=CC=3)C2=O)=[CH:4][CH:3]=1.CNN. Given the product [F:1][C:2]1[CH:3]=[CH:4][C:5]([CH:8]([C:21]2[N:25]([CH3:26])[CH:24]=[N:23][CH:22]=2)[O:9][NH2:10])=[CH:6][CH:7]=1, predict the reactants needed to synthesize it. (6) Given the product [ClH:6].[ClH:7].[Cl:7][C:8]1[CH:33]=[CH:32][C:11]2[N:12]3[C:16]([CH2:17][N:18]([C:4]([CH:1]4[CH2:3][CH2:2]4)=[O:5])[CH2:19][C:10]=2[CH:9]=1)=[N:15][N:14]=[C:13]3[CH:20]1[CH2:21][CH2:22][N:23]([C:26]2[CH:31]=[CH:30][CH:29]=[CH:28][N:27]=2)[CH2:24][CH2:25]1, predict the reactants needed to synthesize it. The reactants are: [CH:1]1([C:4]([Cl:6])=[O:5])[CH2:3][CH2:2]1.[Cl:7][C:8]1[CH:33]=[CH:32][C:11]2[N:12]3[C:16]([CH2:17][NH:18][CH2:19][C:10]=2[CH:9]=1)=[N:15][N:14]=[C:13]3[CH:20]1[CH2:25][CH2:24][N:23]([C:26]2[CH:31]=[CH:30][CH:29]=[CH:28][N:27]=2)[CH2:22][CH2:21]1. (7) Given the product [Br:1][C:2]1[CH:3]=[CH:4][C:5]([Cl:9])=[C:6]([O:8][CH2:11][CH2:12][CH2:13][O:14][CH3:15])[CH:7]=1, predict the reactants needed to synthesize it. The reactants are: [Br:1][C:2]1[CH:3]=[CH:4][C:5]([Cl:9])=[C:6]([OH:8])[CH:7]=1.Br[CH2:11][CH2:12][CH2:13][O:14][CH3:15].C([O-])([O-])=O.[K+].[K+].CN(C=O)C. (8) Given the product [OH:20][C:4]1[N:3]=[CH:2][NH:7][C:6]2=[C:8]([C@@H:11]3[NH:19][C@H:16]([CH2:17][OH:18])[C@@H:14]([OH:15])[CH2:12]3)[CH:9]=[N:10][C:5]=12, predict the reactants needed to synthesize it. The reactants are: N[C:2]1[NH:7][C:6]2=[C:8]([C@@H:11]3[NH:19][C@H:16]([CH2:17][OH:18])[C@@H:14]([OH:15])[C@H:12]3O)[CH:9]=[N:10][C:5]2=[C:4]([OH:20])[N:3]=1.CC(OC(N(C)C)N(C)C)(C)C.C1(C)C=CC=CC=1. (9) Given the product [C:41]([O:44][CH2:45][C:46]([NH:2][CH2:3][CH2:4][N:5]([C:6]([C:8]1[S:20][C:19]2[C:18]3[CH:17]=[CH:16][CH:15]=[CH:14][C:13]=3[N:12]([CH2:21][C:22](=[O:29])[C:23]3[CH:24]=[CH:25][CH:26]=[CH:27][CH:28]=3)[C:11](=[O:30])[C:10]=2[C:9]=1[O:31][CH3:32])=[O:7])[CH3:33])=[O:47])(=[O:43])[CH3:42], predict the reactants needed to synthesize it. The reactants are: Cl.[NH2:2][CH2:3][CH2:4][N:5]([CH3:33])[C:6]([C:8]1[S:20][C:19]2[C:18]3[CH:17]=[CH:16][CH:15]=[CH:14][C:13]=3[N:12]([CH2:21][C:22](=[O:29])[C:23]3[CH:28]=[CH:27][CH:26]=[CH:25][CH:24]=3)[C:11](=[O:30])[C:10]=2[C:9]=1[O:31][CH3:32])=[O:7].C(N(CC)CC)C.[C:41]([O:44][CH2:45][C:46](Cl)=[O:47])(=[O:43])[CH3:42]. (10) Given the product [Si:1]([O:8][CH2:9][C:10]1[C:18]2[O:17][N:16]=[C:15]([CH2:19][CH2:20][CH:21]3[CH2:26][CH2:25][N:24]([C:27]([O:29][C:30]([CH3:31])([CH3:32])[CH3:33])=[O:28])[CH2:23][CH2:22]3)[C:14]=2[CH:13]=[CH:12][C:11]=1[CH:44]=[CH2:45])([C:4]([CH3:6])([CH3:7])[CH3:5])([CH3:3])[CH3:2], predict the reactants needed to synthesize it. The reactants are: [Si:1]([O:8][CH2:9][C:10]1[C:18]2[O:17][N:16]=[C:15]([CH2:19][CH2:20][CH:21]3[CH2:26][CH2:25][N:24]([C:27]([O:29][C:30]([CH3:33])([CH3:32])[CH3:31])=[O:28])[CH2:23][CH2:22]3)[C:14]=2[CH:13]=[CH:12][C:11]=1OS(C(F)(F)F)(=O)=O)([C:4]([CH3:7])([CH3:6])[CH3:5])([CH3:3])[CH3:2].[Cl-].[Li+].[C:44](C1C=C(C)C=C(C(C)(C)C)C=1O)(C)(C)[CH3:45].C([Sn](CCCC)(CCCC)CCCC)=C.